Dataset: Peptide-MHC class I binding affinity with 185,985 pairs from IEDB/IMGT. Task: Regression. Given a peptide amino acid sequence and an MHC pseudo amino acid sequence, predict their binding affinity value. This is MHC class I binding data. (1) The peptide sequence is SESTIDIIL. The MHC is HLA-B15:09 with pseudo-sequence HLA-B15:09. The binding affinity (normalized) is 0.0847. (2) The peptide sequence is QASQEVKNW. The MHC is HLA-A24:02 with pseudo-sequence HLA-A24:02. The binding affinity (normalized) is 0. (3) The peptide sequence is ILYNEYNFV. The MHC is HLA-B58:01 with pseudo-sequence HLA-B58:01. The binding affinity (normalized) is 0.0847. (4) The peptide sequence is FRHSVVVPY. The MHC is HLA-A30:01 with pseudo-sequence HLA-A30:01. The binding affinity (normalized) is 0.232.